Predict the product of the given reaction. From a dataset of Forward reaction prediction with 1.9M reactions from USPTO patents (1976-2016). (1) Given the reactants [NH2:1][C:2]1[CH:3]=[CH:4][C:5]([C:21]([N:23]2[CH2:28][CH2:27][CH2:26][CH2:25][CH2:24]2)=[O:22])=[C:6]([NH:8][S:9]([C:12]2[C:17]3=[N:18][S:19][N:20]=[C:16]3[CH:15]=[CH:14][CH:13]=2)(=[O:11])=[O:10])[CH:7]=1.CO[CH:31]1[CH2:35][CH2:34][CH:33](OC)O1, predict the reaction product. The product is: [N:23]1([C:21]([C:5]2[CH:4]=[CH:3][C:2]([N:1]3[CH:31]=[CH:35][CH:34]=[CH:33]3)=[CH:7][C:6]=2[NH:8][S:9]([C:12]2[C:17]3=[N:18][S:19][N:20]=[C:16]3[CH:15]=[CH:14][CH:13]=2)(=[O:11])=[O:10])=[O:22])[CH2:24][CH2:25][CH2:26][CH2:27][CH2:28]1. (2) Given the reactants [Br:1][C:2]1[CH:15]=[C:14]([CH3:16])[C:5]([O:6][C:7]2[N:12]=[CH:11][C:10]([OH:13])=[CH:9][CH:8]=2)=[C:4]([Cl:17])[CH:3]=1.N1C=CN=C1.[CH3:23][C:24]([Si:27](Cl)([CH3:29])[CH3:28])([CH3:26])[CH3:25].C([O-])(O)=O.[Na+], predict the reaction product. The product is: [Br:1][C:2]1[CH:15]=[C:14]([CH3:16])[C:5]([O:6][C:7]2[CH:8]=[CH:9][C:10]([O:13][Si:27]([C:24]([CH3:26])([CH3:25])[CH3:23])([CH3:29])[CH3:28])=[CH:11][N:12]=2)=[C:4]([Cl:17])[CH:3]=1. (3) Given the reactants CN(C=O)C.[Cl:6][C:7]1[CH:12]=[CH:11][C:10]([OH:13])=[CH:9][C:8]=1[C:14]([F:17])([F:16])[F:15].Cl[C:19]1[C:24]([CH3:25])=[CH:23][C:22]([N+:26]([O-:28])=[O:27])=[CH:21][N:20]=1.C(=O)([O-])[O-].[K+].[K+], predict the reaction product. The product is: [Cl:6][C:7]1[CH:12]=[CH:11][C:10]([O:13][C:19]2[C:24]([CH3:25])=[CH:23][C:22]([N+:26]([O-:28])=[O:27])=[CH:21][N:20]=2)=[CH:9][C:8]=1[C:14]([F:15])([F:16])[F:17]. (4) Given the reactants [F:1][C:2]([F:12])([F:11])[C:3]1[CH:10]=[CH:9][CH:8]=[CH:7][C:4]=1[CH:5]=O.[NH2:13][C:14]1[CH:18]=[CH:17][NH:16][N:15]=1.[F:19][C:20]([F:30])([F:29])[C:21](=O)[CH2:22][C:23]([O:25][CH2:26][CH3:27])=[O:24], predict the reaction product. The product is: [F:19][C:20]([F:29])([F:30])[C:21]1[NH:13][C:14]2=[N:15][NH:16][CH:17]=[C:18]2[CH:5]([C:4]2[CH:7]=[CH:8][CH:9]=[CH:10][C:3]=2[C:2]([F:12])([F:11])[F:1])[C:22]=1[C:23]([O:25][CH2:26][CH3:27])=[O:24]. (5) Given the reactants [C:1]1([SH:7])[CH:6]=[CH:5][CH:4]=[CH:3][CH:2]=1.[C:8]1(=O)[CH:13]=[CH:12][C:11](=O)[CH:10]=[CH:9]1.C([OH:18])C, predict the reaction product. The product is: [C:8]1([C:2]2[C:1](=[S:7])[CH:6]=[CH:5][C:4](=[O:18])[CH:3]=2)[CH:13]=[CH:12][CH:11]=[CH:10][CH:9]=1. (6) Given the reactants [CH3:1][C:2]1[CH:7]=[C:6]([C:8]([OH:10])=O)[CH:5]=[CH:4][C:3]=1[C:11]1[CH:16]=[CH:15][CH:14]=[CH:13][CH:12]=1.CC[N:19]=C=NCCCN(C)C.Cl.C1C=CC2N(O)N=NC=2C=1.[C:39]([N:46](O)[C:47](=N)[C:48]1[CH:53]=[CH:52][C:51]([CH2:54][NH2:55])=[CH:50][CH:49]=1)([O:41][C:42]([CH3:45])([CH3:44])[CH3:43])=[O:40], predict the reaction product. The product is: [C:42]([O:41][C:39](=[O:40])[NH:46][CH2:47][C:48]1[CH:53]=[CH:52][C:51]([C:54]2[N:55]=[C:8]([C:6]3[CH:5]=[CH:4][C:3]([C:11]4[CH:16]=[CH:15][CH:14]=[CH:13][CH:12]=4)=[C:2]([CH3:1])[CH:7]=3)[O:10][N:19]=2)=[CH:50][CH:49]=1)([CH3:45])([CH3:44])[CH3:43].